From a dataset of Full USPTO retrosynthesis dataset with 1.9M reactions from patents (1976-2016). Predict the reactants needed to synthesize the given product. (1) Given the product [ClH:36].[C:15]1([S:12]([C:8]2[CH:9]=[N:10][C:11]3[C:6]([CH:7]=2)=[CH:5][CH:4]=[CH:3][C:2]=3[NH:35][CH2:34][CH2:33][C:30]2[CH:31]=[CH:32][N:27]=[CH:28][CH:29]=2)(=[O:14])=[O:13])[CH:20]=[CH:19][CH:18]=[CH:17][CH:16]=1, predict the reactants needed to synthesize it. The reactants are: F[C:2]1[CH:3]=[CH:4][CH:5]=[C:6]2[C:11]=1[N:10]=[CH:9][C:8]([S:12]([C:15]1[CH:20]=[CH:19][CH:18]=[CH:17][CH:16]=1)(=[O:14])=[O:13])=[CH:7]2.C(=O)([O-])[O-].[K+].[K+].[N:27]1[CH:32]=[CH:31][C:30]([CH2:33][CH2:34][NH2:35])=[CH:29][CH:28]=1.[ClH:36]. (2) Given the product [Br:10][C:11]1[CH:12]=[N:13][N:14]([CH2:2][CH2:3][N:4]2[CH2:9][CH2:8][O:7][CH2:6][CH2:5]2)[CH:15]=1, predict the reactants needed to synthesize it. The reactants are: Cl[CH2:2][CH2:3][N:4]1[CH2:9][CH2:8][O:7][CH2:6][CH2:5]1.[Br:10][C:11]1[CH:12]=[N:13][NH:14][CH:15]=1.C([O-])([O-])=O.[K+].[K+]. (3) Given the product [Br:1][C:2]1[CH:3]=[CH:4][C:5]([O:21][CH2:23][C:24]#[N:25])=[C:6]([C:8]([C:10]2[CH:11]=[N:12][N:13]([C:15]3[CH:20]=[CH:19][CH:18]=[CH:17][CH:16]=3)[CH:14]=2)=[O:9])[CH:7]=1, predict the reactants needed to synthesize it. The reactants are: [Br:1][C:2]1[CH:3]=[CH:4][C:5]([OH:21])=[C:6]([C:8]([C:10]2[CH:11]=[N:12][N:13]([C:15]3[CH:20]=[CH:19][CH:18]=[CH:17][CH:16]=3)[CH:14]=2)=[O:9])[CH:7]=1.Br[CH2:23][C:24]#[N:25].C([O-])([O-])=O.[K+].[K+]. (4) Given the product [ClH:35].[CH3:1][O:2][C:3](=[O:34])[CH:4]([NH:15][C:16](=[O:33])[CH:17]=[C:18]1[CH2:19][CH2:20][C:21]([N:30]([CH3:31])[CH3:32])([C:24]2[CH:29]=[CH:28][CH:27]=[CH:26][CH:25]=2)[CH2:22][CH2:23]1)[CH2:5][C:6]1[C:14]2[C:9](=[CH:10][CH:11]=[CH:12][CH:13]=2)[NH:8][CH:7]=1, predict the reactants needed to synthesize it. The reactants are: [CH3:1][O:2][C:3](=[O:34])[CH:4]([NH:15][C:16](=[O:33])[CH:17]=[C:18]1[CH2:23][CH2:22][C:21]([N:30]([CH3:32])[CH3:31])([C:24]2[CH:29]=[CH:28][CH:27]=[CH:26][CH:25]=2)[CH2:20][CH2:19]1)[CH2:5][C:6]1[C:14]2[C:9](=[CH:10][CH:11]=[CH:12][CH:13]=2)[NH:8][CH:7]=1.[Cl:35][Si](C)(C)C. (5) Given the product [CH2:1]([O:18][C:17]1[CH:16]=[CH:15][C:12]([CH:13]=[O:14])=[CH:11][C:10]=1[Br:9])[C:2]1[CH:7]=[CH:6][CH:5]=[CH:4][CH:3]=1, predict the reactants needed to synthesize it. The reactants are: [CH2:1](Br)[C:2]1[CH:7]=[CH:6][CH:5]=[CH:4][CH:3]=1.[Br:9][C:10]1[CH:11]=[C:12]([CH:15]=[CH:16][C:17]=1[OH:18])[CH:13]=[O:14].C(=O)([O-])[O-].[K+].[K+]. (6) Given the product [Cl:1][C:2]1[CH:7]=[CH:6][C:5]2[N:8]([CH2:18][C:19]3[CH:24]=[CH:23][C:22]([O:25][CH3:26])=[CH:21][C:20]=3[O:27][CH3:28])[C:9](=[O:17])[C@@H:10]([CH2:11][C:12]([O:14][CH2:15][CH3:16])=[O:13])[O:42][C@H:29]([C:30]3[CH:35]=[CH:34][CH:33]=[C:32]([C:36]([F:39])([F:37])[F:38])[C:31]=3[O:40][CH3:41])[C:4]=2[CH:3]=1, predict the reactants needed to synthesize it. The reactants are: [Cl:1][C:2]1[CH:7]=[CH:6][C:5]([N:8]([CH2:18][C:19]2[CH:24]=[CH:23][C:22]([O:25][CH3:26])=[CH:21][C:20]=2[O:27][CH3:28])[C:9](=[O:17])/[CH:10]=[CH:11]/[C:12]([O:14][CH2:15][CH3:16])=[O:13])=[C:4]([CH:29]([OH:42])[C:30]2[CH:35]=[CH:34][CH:33]=[C:32]([C:36]([F:39])([F:38])[F:37])[C:31]=2[O:40][CH3:41])[CH:3]=1.C(=O)([O-])[O-].[K+].[K+]. (7) The reactants are: Cl.C[N:3](C)CCCN=C=NCC.ON1C2C=CC=CC=2N=N1.[F:23][C:24]1[CH:25]=[CH:26][C:27]2[N:28]([C:30]([C:33]3[N:38]=[C:37]([NH:39][C@H:40]([C:42]4[CH:47]=[CH:46][C:45]([F:48])=[CH:44][N:43]=4)[CH3:41])[C:36]([C:49](O)=[O:50])=[CH:35][N:34]=3)=[CH:31][N:32]=2)[CH:29]=1.[OH-].[NH4+]. Given the product [F:23][C:24]1[CH:25]=[CH:26][C:27]2[N:28]([C:30]([C:33]3[N:38]=[C:37]([NH:39][C@H:40]([C:42]4[CH:47]=[CH:46][C:45]([F:48])=[CH:44][N:43]=4)[CH3:41])[C:36]([C:49]([NH2:3])=[O:50])=[CH:35][N:34]=3)=[CH:31][N:32]=2)[CH:29]=1, predict the reactants needed to synthesize it. (8) Given the product [Cl:1][C:2]1[CH:3]=[C:4]([O:25][C@H:26]2[CH2:27][CH2:28][C@H:29]([N:32]([CH3:33])[CH3:34])[CH2:30][CH2:31]2)[C:5]2[CH2:16][CH2:15][CH2:14][CH2:13][CH2:12][C:11]3[CH:17]=[C:18]([CH3:22])[NH:19][C:20](=[O:21])[C:10]=3[CH2:9][NH:8][C:7](=[O:23])[C:6]=2[CH:24]=1, predict the reactants needed to synthesize it. The reactants are: [Cl:1][C:2]1[CH:3]=[C:4]([O:25][C@H:26]2[CH2:31][CH2:30][C@H:29]([N:32]([CH3:34])[CH3:33])[CH2:28][CH2:27]2)[C:5]2[CH2:16][CH:15]=[CH:14][CH2:13][CH2:12][C:11]3[CH:17]=[C:18]([CH3:22])[NH:19][C:20](=[O:21])[C:10]=3[CH2:9][NH:8][C:7](=[O:23])[C:6]=2[CH:24]=1.